Predict the reaction yield, written as a fraction of the theoretical maximum amount of product (1.0 means a 100% yield; for example, 0.34 means a 34% yield). From a dataset of Reaction yield outcomes from USPTO patents with 853,638 reactions. The yield is 0.850. The reactants are Cl.[Br:2][C:3]1[CH:8]=[CH:7][CH:6]=[C:5]([Cl:9])[C:4]=1[NH:10][NH2:11].C(Cl)Cl.[OH-].[Na+].C(O[CH:20]=[C:21]([C:24]#[N:25])[C:22]#[N:23])C. The product is [NH2:25][C:24]1[N:10]([C:4]2[C:5]([Cl:9])=[CH:6][CH:7]=[CH:8][C:3]=2[Br:2])[N:11]=[CH:20][C:21]=1[C:22]#[N:23]. The catalyst is CO.